From a dataset of Full USPTO retrosynthesis dataset with 1.9M reactions from patents (1976-2016). Predict the reactants needed to synthesize the given product. (1) The reactants are: [Cl:1][C:2]1[CH:3]=[CH:4][C:5]([O:24]C)=[C:6]([C:8]2[CH2:12][CH2:11][CH2:10][C:9]=2[C:13]2[N:18]=[C:17]([C:19]([O:21]CC)=[O:20])[CH:16]=[CH:15][CH:14]=2)[CH:7]=1.C[S-].[Na+].O. Given the product [Cl:1][C:2]1[CH:3]=[CH:4][C:5]([OH:24])=[C:6]([C:8]2[CH2:12][CH2:11][CH2:10][C:9]=2[C:13]2[N:18]=[C:17]([C:19]([OH:21])=[O:20])[CH:16]=[CH:15][CH:14]=2)[CH:7]=1, predict the reactants needed to synthesize it. (2) The reactants are: [NH:1]1[CH2:6][CH2:5][CH2:4][CH2:3][C@H:2]1[C:7]([O:9][CH2:10][CH2:11][O:12][C:13]1[CH:18]=[CH:17][C:16]([O:19][CH3:20])=[C:15]([O:21][CH3:22])[CH:14]=1)=[O:8].CCN(C(C)C)C(C)C.CN(C(ON1N=NC2C=CC=NC1=2)=[N+](C)C)C.F[P-](F)(F)(F)(F)F.[OH:56][C@@:57]1([C:64](=[O:68])[C:65](O)=[O:66])[CH2:62][CH2:61][CH2:60][CH2:59][C@H:58]1[CH3:63]. Given the product [OH:56][C@@:57]1([C:64](=[O:68])[C:65]([N:1]2[CH2:6][CH2:5][CH2:4][CH2:3][CH:2]2[C:7]([O:9][CH2:10][CH2:11][O:12][C:13]2[CH:18]=[CH:17][C:16]([O:19][CH3:20])=[C:15]([O:21][CH3:22])[CH:14]=2)=[O:8])=[O:66])[CH2:62][CH2:61][CH2:60][CH2:59][C@H:58]1[CH3:63], predict the reactants needed to synthesize it. (3) Given the product [Cl:1][C:2]1[CH:3]=[C:4]([C:9]2([O:25][CH3:29])[CH2:12][C:11]3([CH2:13][CH2:14][N:15]([C:18]([O:20][C:21]([CH3:22])([CH3:24])[CH3:23])=[O:19])[CH2:16][CH2:17]3)[CH2:10]2)[CH:5]=[CH:6][C:7]=1[F:8], predict the reactants needed to synthesize it. The reactants are: [Cl:1][C:2]1[CH:3]=[C:4]([C:9]2([OH:25])[CH2:12][C:11]3([CH2:17][CH2:16][N:15]([C:18]([O:20][C:21]([CH3:24])([CH3:23])[CH3:22])=[O:19])[CH2:14][CH2:13]3)[CH2:10]2)[CH:5]=[CH:6][C:7]=1[F:8].[H-].[Na+].I[CH3:29]. (4) Given the product [Cl:24][CH2:25][C@@H:26]([OH:33])[CH2:27][C:28]([O:30][CH2:31][CH3:32])=[O:29], predict the reactants needed to synthesize it. The reactants are: N(CCO)(CCO)CCO.Cl.O=C[C@@H]([C@H]([C@@H]([C@@H](CO)O)O)O)O.[Cl:24][CH2:25][C:26](=[O:33])[CH2:27][C:28]([O:30][CH2:31][CH3:32])=[O:29].C([O-])([O-])=O.[Na+].[Na+].